Task: Predict the reactants needed to synthesize the given product.. Dataset: Full USPTO retrosynthesis dataset with 1.9M reactions from patents (1976-2016) (1) Given the product [F:5][C:4]([F:7])([F:6])/[CH:3]=[CH:8]\[C:9]([F:12])([F:11])[F:10], predict the reactants needed to synthesize it. The reactants are: Cl.Cl[C:3](=[C:8](Cl)[C:9]([F:12])([F:11])[F:10])[C:4]([F:7])([F:6])[F:5]. (2) Given the product [N+:19]([C:14]1[C:13]([N:8]2[CH2:7][CH2:12][C:11](=[CH:48][C:44]#[CH:45])[CH2:10][CH2:9]2)=[N:30][CH:26]=[CH:27][CH:15]=1)([O-:21])=[O:20], predict the reactants needed to synthesize it. The reactants are: C[Si](C)(C)C(=[C:7]1[CH2:12][CH2:11][CH2:10][CH2:9][N:8]1[C:13]1C=CN=[CH:15][C:14]=1[N+:19]([O-:21])=[O:20])C#CC.O.[F-].[CH2:26]([N+:30](CCCC)(CCCC)CCCC)[CH2:27]CC.O.[CH2:44]1[CH2:48]OC[CH2:45]1. (3) Given the product [Br:29][CH2:2][CH2:3][O:4][C:5]1[CH:6]=[CH:7][C:8]([N:11]2[CH:15]=[CH:14][C:13]([C@H:16]([C:18]3[CH:27]=[CH:26][C:21]4[NH:22][C:23](=[O:25])[S:24][C:20]=4[CH:19]=3)[CH3:17])=[N:12]2)=[N:9][CH:10]=1, predict the reactants needed to synthesize it. The reactants are: O[CH2:2][CH2:3][O:4][C:5]1[CH:6]=[CH:7][C:8]([N:11]2[CH:15]=[CH:14][C:13]([C@H:16]([C:18]3[CH:27]=[CH:26][C:21]4[NH:22][C:23](=[O:25])[S:24][C:20]=4[CH:19]=3)[CH3:17])=[N:12]2)=[N:9][CH:10]=1.C(Br)(Br)(Br)[Br:29].C1(P(C2C=CC=CC=2)C2C=CC=CC=2)C=CC=CC=1.O. (4) Given the product [C:33]([C:17]1[C:18]2[C:23](=[CH:22][CH:21]=[C:20]([O:26][C:27]3[CH:28]=[CH:29][CH:30]=[CH:31][CH:32]=3)[CH:19]=2)[C:24]([OH:25])=[C:15]([C:13]([NH:12][CH2:11][C:7]([CH3:10])([CH2:8][CH3:9])[C:6]([OH:35])=[O:5])=[O:14])[N:16]=1)#[N:34], predict the reactants needed to synthesize it. The reactants are: C([O:5][C:6](=[O:35])[C:7]([CH2:11][NH:12][C:13]([C:15]1[N:16]=[C:17]([C:33]#[N:34])[C:18]2[C:23]([C:24]=1[OH:25])=[CH:22][CH:21]=[C:20]([O:26][C:27]1[CH:32]=[CH:31][CH:30]=[CH:29][CH:28]=1)[CH:19]=2)=[O:14])([CH3:10])[CH2:8][CH3:9])(C)(C)C. (5) Given the product [CH3:12][O:13][C:14]1[CH:22]=[CH:21][CH:20]=[CH:19][C:15]=1[CH2:16][CH2:17][NH:18][C:9](=[O:11])/[CH:8]=[CH:7]/[C:3]1[CH:2]=[N:1][CH:6]=[CH:5][CH:4]=1, predict the reactants needed to synthesize it. The reactants are: [N:1]1[CH:6]=[CH:5][CH:4]=[C:3](/[CH:7]=[CH:8]/[C:9]([OH:11])=O)[CH:2]=1.[CH3:12][O:13][C:14]1[CH:22]=[CH:21][CH:20]=[CH:19][C:15]=1[CH2:16][CH2:17][NH2:18].O.